Regression/Classification. Given a drug SMILES string, predict its absorption, distribution, metabolism, or excretion properties. Task type varies by dataset: regression for continuous measurements (e.g., permeability, clearance, half-life) or binary classification for categorical outcomes (e.g., BBB penetration, CYP inhibition). Dataset: cyp3a4_veith. From a dataset of CYP3A4 inhibition data for predicting drug metabolism from PubChem BioAssay. (1) The drug is CC1(C)C2([N+](=O)[O-])CN3CC1([N+](=O)[O-])CN(C2)C3c1ccccc1. The result is 0 (non-inhibitor). (2) The drug is COc1ccccc1N1CCN(C[C@@H]2CN3C(=O)N(C)c4ccccc4C3=N2)CC1. The result is 1 (inhibitor).